This data is from Reaction yield outcomes from USPTO patents with 853,638 reactions. The task is: Predict the reaction yield, written as a fraction of the theoretical maximum amount of product (1.0 means a 100% yield; for example, 0.34 means a 34% yield). (1) The reactants are F[C:2]1[CH:3]=[C:4]([I:21])[CH:5]=[C:6]2[C:11]=1[N:10]([CH2:12][CH2:13][OH:14])[CH:9]=[C:8]([C:15]([O:17][CH2:18][CH3:19])=[O:16])[C:7]2=[O:20].N12CCCN=C1CCCCC2. The catalyst is CN(C=O)C. The product is [I:21][C:4]1[CH:5]=[C:6]2[C:11]3=[C:2]([O:14][CH2:13][CH2:12][N:10]3[CH:9]=[C:8]([C:15]([O:17][CH2:18][CH3:19])=[O:16])[C:7]2=[O:20])[CH:3]=1. The yield is 0.180. (2) The reactants are C(OC([N:8]1[CH2:12][CH2:11][CH2:10][C@@H:9]1[CH2:13][O:14][C:15]1[CH:20]=[CH:19][C:18]([O:21][C:22]2[CH:27]=[CH:26][C:25]([O:28][C:29]([F:32])([F:31])[F:30])=[CH:24][CH:23]=2)=[CH:17][CH:16]=1)=O)(C)(C)C.[ClH:33]. The catalyst is O1CCOCC1. The product is [ClH:33].[F:31][C:29]([F:30])([F:32])[O:28][C:25]1[CH:26]=[CH:27][C:22]([O:21][C:18]2[CH:19]=[CH:20][C:15]([O:14][CH2:13][C@H:9]3[CH2:10][CH2:11][CH2:12][NH:8]3)=[CH:16][CH:17]=2)=[CH:23][CH:24]=1. The yield is 0.610.